This data is from Catalyst prediction with 721,799 reactions and 888 catalyst types from USPTO. The task is: Predict which catalyst facilitates the given reaction. Reactant: Br[CH2:2][C:3]1[CH:8]=[CH:7][C:6]([F:9])=[CH:5][CH:4]=1.[SH:10][CH2:11][CH2:12][OH:13].C([O-])([O-])=[O:15].[K+].[K+].[OH2:20]. Product: [F:9][C:6]1[CH:7]=[CH:8][C:3]([CH2:2][S:10]([CH2:11][CH2:12][OH:13])(=[O:15])=[O:20])=[CH:4][CH:5]=1. The catalyst class is: 2.